From a dataset of Full USPTO retrosynthesis dataset with 1.9M reactions from patents (1976-2016). Predict the reactants needed to synthesize the given product. (1) Given the product [CH:2]1([CH2:1][N:8]2[CH:12]=[C:11]([C:13]3[S:14][C:15]([C:19]([NH:26][CH2:30][C:29]4[CH:31]=[N:35][CH:34]=[CH:33][CH:37]=4)=[O:21])=[C:16]([CH3:18])[N:17]=3)[N:10]=[N:9]2)[CH2:7][CH2:6]1, predict the reactants needed to synthesize it. The reactants are: [CH2:1]([N:8]1[CH:12]=[C:11]([C:13]2[S:14][C:15]([C:19]([OH:21])=O)=[C:16]([CH3:18])[N:17]=2)[N:10]=[N:9]1)[C:2]1[CH:7]=[CH:6]C=CC=1.C1(C[N:26]2[CH:30]=[C:29]([C:31]3S[C:33]([C:37](O)=O)=[C:34](C)[N:35]=3)N=N2)CC1.N1C=CC=C(CN)C=1. (2) Given the product [CH3:2][O:1][N:3]=[C:11]1[CH:12]2[CH2:18][CH:16]3[CH2:15][CH:14]([CH2:19][CH:10]1[CH2:17]3)[CH2:13]2, predict the reactants needed to synthesize it. The reactants are: [O:1]([NH2:3])[CH3:2].N1C=CC=CC=1.[CH:10]12[CH2:19][CH:14]3[CH2:15][CH:16]([CH2:18][CH:12]([CH2:13]3)[C:11]1=O)[CH2:17]2. (3) The reactants are: C(OC(=O)[NH:7][CH2:8][C:9]#[C:10][CH2:11][N:12]1[CH:16]=[CH:15][C:14]([NH:17][C:18](=[O:37])[C@@H:19]([C:26]2[CH:31]=[CH:30][C:29]([S:32]([CH3:35])(=[O:34])=[O:33])=[C:28]([Cl:36])[CH:27]=2)[CH2:20][CH:21]2[CH2:25][CH2:24][CH2:23][CH2:22]2)=[N:13]1)(C)(C)C.FC(F)(F)C(O)=O. Given the product [NH2:7][CH2:8][C:9]#[C:10][CH2:11][N:12]1[CH:16]=[CH:15][C:14]([NH:17][C:18](=[O:37])[C@@H:19]([C:26]2[CH:31]=[CH:30][C:29]([S:32]([CH3:35])(=[O:33])=[O:34])=[C:28]([Cl:36])[CH:27]=2)[CH2:20][CH:21]2[CH2:22][CH2:23][CH2:24][CH2:25]2)=[N:13]1, predict the reactants needed to synthesize it. (4) Given the product [N:21]1[CH:22]=[CH:23][CH:24]=[N:25][C:20]=1[N:14]1[CH2:19][CH2:18][N:17]([CH2:2][C:3]2[NH:4][C:5]3[C:10]([C:11](=[O:13])[N:12]=2)=[CH:9][CH:8]=[CH:7][CH:6]=3)[CH2:16][CH2:15]1, predict the reactants needed to synthesize it. The reactants are: Cl[CH2:2][C:3]1[NH:12][C:11](=[O:13])[C:10]2[C:5](=[CH:6][CH:7]=[CH:8][CH:9]=2)[N:4]=1.[N:14]1([C:20]2[N:25]=[CH:24][CH:23]=[CH:22][N:21]=2)[CH2:19][CH2:18][NH:17][CH2:16][CH2:15]1.C(N(CC)CC)C.O. (5) Given the product [C:41]([CH2:40][C:36]1([NH:35][C:12]([C:10]2[CH:9]=[CH:8][C:7]([O:15][C:16]([F:19])([F:18])[F:17])=[C:6]([O:5][CH2:4][CH:1]3[CH2:2][CH2:3]3)[N:11]=2)=[O:14])[CH2:39][O:38][CH2:37]1)(=[O:42])[NH2:43], predict the reactants needed to synthesize it. The reactants are: [CH:1]1([CH2:4][O:5][C:6]2[N:11]=[C:10]([C:12]([OH:14])=O)[CH:9]=[CH:8][C:7]=2[O:15][C:16]([F:19])([F:18])[F:17])[CH2:3][CH2:2]1.ClC1N=C(C(O)=O)C=CC=1OCC1CC1.[NH2:35][C:36]1([CH2:40][C:41]([NH2:43])=[O:42])[CH2:39][O:38][CH2:37]1. (6) Given the product [CH2:1]([S:8][C:9]1[N:14]=[C:13]([NH:15][S:16]([CH3:19])(=[O:17])=[O:18])[CH:12]=[C:11]([NH:20][CH2:21][C@H:22]([OH:23])[CH3:25])[N:10]=1)[C:2]1[CH:3]=[CH:4][CH:5]=[CH:6][CH:7]=1, predict the reactants needed to synthesize it. The reactants are: [CH2:1]([S:8][C:9]1[N:14]=[C:13]([NH:15][S:16]([CH3:19])(=[O:18])=[O:17])[CH:12]=[C:11]([NH:20][CH2:21][CH2:22][OH:23])[N:10]=1)[C:2]1[CH:7]=[CH:6][CH:5]=[CH:4][CH:3]=1.N[CH2:25][C@H](O)C.CCOC(C)=O.Cl. (7) Given the product [OH:22][C:20]([CH2:19][CH2:23][CH2:24][CH2:25][C@H:26]1[C@@H:34]2[C@@H:29]([NH:30][C:31]([NH:33]2)=[O:32])[CH2:28][S:27]1)=[O:21], predict the reactants needed to synthesize it. The reactants are: P(=S)(O)(O)OCCNCCCNCC.S([C:19](N1C(=O)CCC1=O)([CH2:23][CH2:24][CH2:25][C@H:26]1[C@@H:34]2[C@@H:29]([NH:30][C:31]([NH:33]2)=[O:32])[CH2:28][S:27]1)[C:20](=[O:22])[OH:21])(O)(=O)=O.